From a dataset of Catalyst prediction with 721,799 reactions and 888 catalyst types from USPTO. Predict which catalyst facilitates the given reaction. (1) Product: [ClH:1].[C:9]([NH:8][CH2:7][CH2:6][CH2:5][S:2]([O:12][CH2:13][C:14]([CH3:27])([CH3:26])[C:15]([O:17][CH2:18][CH2:19][N:20]1[CH2:25][CH2:24][O:23][CH2:22][CH2:21]1)=[O:16])(=[O:4])=[O:3])(=[O:11])[CH3:10]. The catalyst class is: 154. Reactant: [Cl:1][S:2]([CH2:5][CH2:6][CH2:7][NH:8][C:9](=[O:11])[CH3:10])(=[O:4])=[O:3].[OH:12][CH2:13][C:14]([CH3:27])([CH3:26])[C:15]([O:17][CH2:18][CH2:19][N:20]1[CH2:25][CH2:24][O:23][CH2:22][CH2:21]1)=[O:16].C(N(CC)CC)C. (2) Reactant: [Br:1][C:2]1[CH:3]=[CH:4][C:5]([F:14])=[C:6]([CH:13]=1)[C:7](N(OC)C)=[O:8].[CH3:15][Mg]Br.C(OCC)C.Cl. Product: [Br:1][C:2]1[CH:3]=[CH:4][C:5]([F:14])=[C:6]([C:7](=[O:8])[CH3:15])[CH:13]=1. The catalyst class is: 1. (3) Reactant: [C:1]([O:5][C:6]([NH:8][CH:9]([CH2:13][CH2:14][CH2:15][CH2:16][NH:17][C:18]([O:20][CH2:21][CH:22]1[C:34]2[CH:33]=[CH:32][CH:31]=[CH:30][C:29]=2[C:28]2[C:23]1=[CH:24][CH:25]=[CH:26][CH:27]=2)=[O:19])[C:10]([OH:12])=O)=[O:7])([CH3:4])([CH3:3])[CH3:2].Cl.[CH:36]1([NH:46][C:47]([CH:49]2[CH2:53][S:52][CH2:51][NH:50]2)=[O:48])[C:45]2[C:40](=[CH:41][CH:42]=[CH:43][CH:44]=2)[CH2:39][CH2:38][CH2:37]1.CN1CCOCC1.C(P1(=O)OP(CCC)(=O)OP(CCC)(=O)O1)CC. The catalyst class is: 13. Product: [CH:33]1[C:34]2[CH:22]([CH2:21][O:20][C:18](=[O:19])[NH:17][CH2:16][CH2:15][CH2:14][CH2:13][CH:9]([NH:8][C:6]([O:5][C:1]([CH3:3])([CH3:2])[CH3:4])=[O:7])[C:10](=[O:12])[N:50]3[CH:49]([C:47](=[O:48])[NH:46][CH:36]4[C:45]5[C:40](=[CH:41][CH:42]=[CH:43][CH:44]=5)[CH2:39][CH2:38][CH2:37]4)[CH2:53][S:52][CH2:51]3)[C:23]3[C:28](=[CH:27][CH:26]=[CH:25][CH:24]=3)[C:29]=2[CH:30]=[CH:31][CH:32]=1. (4) Reactant: [F:1][C:2]([F:29])([F:28])[C:3]1[CH:4]=[C:5]([NH:13][C:14](=[O:27])[C:15]2[CH:20]=[C:19]([S:21](=[O:24])(=[O:23])[NH2:22])[CH:18]=[CH:17][C:16]=2[O:25][CH3:26])[CH:6]=[C:7]([C:9]([F:12])([F:11])[F:10])[CH:8]=1.CO[CH:32]1[CH2:36][CH2:35][CH:34](OC)O1.C(O)(=O)C. Product: [F:29][C:2]([F:1])([F:28])[C:3]1[CH:4]=[C:5]([NH:13][C:14](=[O:27])[C:15]2[CH:20]=[C:19]([S:21]([N:22]3[CH:32]=[CH:36][CH:35]=[CH:34]3)(=[O:23])=[O:24])[CH:18]=[CH:17][C:16]=2[O:25][CH3:26])[CH:6]=[C:7]([C:9]([F:12])([F:10])[F:11])[CH:8]=1. The catalyst class is: 6. (5) Reactant: [F:1][C:2]([F:18])([F:17])[C:3]1[CH:8]=[CH:7][C:6]([C:9]2[CH:10]=[C:11]([CH:14]=[CH:15][CH:16]=2)[CH2:12]O)=[CH:5][CH:4]=1.S(Cl)([Cl:21])=O. Product: [F:1][C:2]([F:18])([F:17])[C:3]1[CH:8]=[CH:7][C:6]([C:9]2[CH:10]=[C:11]([CH:14]=[CH:15][CH:16]=2)[CH2:12][Cl:21])=[CH:5][CH:4]=1. The catalyst class is: 4. (6) Reactant: [Cl:1][C:2]1[N:7]=[C:6]([NH:8][C:9]2[CH:14]=[CH:13][C:12]([C@@H:15]3[O:20][CH2:19][CH2:18][N:17](C(OC(C)(C)C)=O)[CH2:16]3)=[CH:11][CH:10]=2)[C:5]([Cl:28])=[CH:4][N:3]=1.Cl.CCOCC. The catalyst class is: 12. Product: [ClH:1].[Cl:1][C:2]1[N:7]=[C:6]([NH:8][C:9]2[CH:10]=[CH:11][C:12]([C@@H:15]3[O:20][CH2:19][CH2:18][NH:17][CH2:16]3)=[CH:13][CH:14]=2)[C:5]([Cl:28])=[CH:4][N:3]=1. (7) Reactant: Br[C:2]1[S:6][CH:5]=[N:4][C:3]=1[C:7]([O:9][CH2:10][CH3:11])=[O:8].C([Sn](CCCC)(CCCC)[C:17]1[S:18][CH:19]=[CH:20][N:21]=1)CCC.O. Product: [S:18]1[CH:19]=[CH:20][N:21]=[C:17]1[C:2]1[S:6][CH:5]=[N:4][C:3]=1[C:7]([O:9][CH2:10][CH3:11])=[O:8]. The catalyst class is: 747.